Dataset: Forward reaction prediction with 1.9M reactions from USPTO patents (1976-2016). Task: Predict the product of the given reaction. (1) Given the reactants [CH3:1][NH:2][C@@H:3]1[C:8]2[CH:9]=[CH:10][CH:11]=[CH:12][C:7]=2[C@H:6]([C:13]2[CH:14]=[CH:15][C:16]([Cl:20])=[C:17]([Cl:19])[CH:18]=2)[CH2:5][CH2:4]1.C(O)(C)C.[ClH:25], predict the reaction product. The product is: [CH3:1][NH:2][C@@H:3]1[C:8]2[CH:9]=[CH:10][CH:11]=[CH:12][C:7]=2[C@H:6]([C:13]2[CH:14]=[CH:15][C:16]([Cl:20])=[C:17]([Cl:19])[CH:18]=2)[CH2:5][CH2:4]1.[ClH:25]. (2) Given the reactants [CH3:1][CH2:2][N:3]([CH2:6][C:7]#[C:8][CH2:9][O:10][C:11]([C:13]([OH:26])([C:20]1[CH:25]=[CH:24][CH:23]=[CH:22][CH:21]=1)[CH:14]1[CH2:19][CH2:18][CH2:17][CH2:16][CH2:15]1)=[O:12])[CH2:4][CH3:5].Cl, predict the reaction product. The product is: [CH3:1][CH2:2][N:3]([CH2:6][C:7]#[C:8][CH2:9][O:10][C:11]([C:13]([OH:26])([CH:20]1[CH2:21][CH2:22][CH2:23][CH2:24][CH2:25]1)[C:14]1[CH:19]=[CH:18][CH:17]=[CH:16][CH:15]=1)=[O:12])[CH2:4][CH3:5]. (3) Given the reactants Cl[C:2]1[N:7]=[CH:6][N:5]=[C:4]([NH:8][C:9]2[CH:14]=[CH:13][C:12]([P:15]([CH3:18])([CH3:17])=[O:16])=[CH:11][CH:10]=2)[N:3]=1.C(N(CC)CC)C.[C:26]12([NH2:36])[CH2:35][CH:30]3[CH2:31][CH:32]([CH2:34][CH:28]([CH2:29]3)[CH2:27]1)[CH2:33]2, predict the reaction product. The product is: [CH3:17][P:15]([C:12]1[CH:13]=[CH:14][C:9]([NH:8][C:4]2[N:3]=[C:2]([NH:36][C:26]34[CH2:27][CH:28]5[CH2:34][CH:32]([CH2:31][CH:30]([CH2:29]5)[CH2:35]3)[CH2:33]4)[N:7]=[CH:6][N:5]=2)=[CH:10][CH:11]=1)([CH3:18])=[O:16]. (4) Given the reactants [CH3:1][O:2][C:3]1[CH:4]=[C:5]2[C:10](=[CH:11][CH:12]=1)[C:9](=[O:13])[CH:8]([NH:14][C:15]([C:17]1[O:21][N:20]=[C:19]([C:22]3[CH:27]=[CH:26][CH:25]=[CH:24][CH:23]=3)[C:18]=1[C:28]([F:31])([F:30])[F:29])=O)[CH2:7][CH2:6]2.P(Cl)(Cl)(Cl)=O, predict the reaction product. The product is: [CH3:1][O:2][C:3]1[CH:4]=[C:5]2[C:10](=[CH:11][CH:12]=1)[C:9]1[O:13][C:15]([C:17]3[O:21][N:20]=[C:19]([C:22]4[CH:23]=[CH:24][CH:25]=[CH:26][CH:27]=4)[C:18]=3[C:28]([F:29])([F:31])[F:30])=[N:14][C:8]=1[CH2:7][CH2:6]2. (5) Given the reactants [Br:1][C:2]1[N:6]2[CH:7]=[CH:8][N:9]=[C:10](Cl)[C:5]2=[N:4][CH:3]=1.Cl.[NH2:13][CH2:14][C:15]1[CH:20]=[CH:19][C:18]([S:21]([NH2:24])(=[O:23])=[O:22])=[CH:17][CH:16]=1.CCN(C(C)C)C(C)C, predict the reaction product. The product is: [Br:1][C:2]1[N:6]2[CH:7]=[CH:8][N:9]=[C:10]([NH:13][CH2:14][C:15]3[CH:16]=[CH:17][C:18]([S:21]([NH2:24])(=[O:22])=[O:23])=[CH:19][CH:20]=3)[C:5]2=[N:4][CH:3]=1. (6) Given the reactants [CH:1]([C:4]1[C:5]([N+:12]([O-:14])=[O:13])=[C:6]([C:9](O)=[O:10])[NH:7][N:8]=1)([CH3:3])[CH3:2].C(Cl)(=O)C(Cl)=O.C[N:22](C)C=O, predict the reaction product. The product is: [CH:1]([C:4]1[C:5]([N+:12]([O-:14])=[O:13])=[C:6]([C:9]([NH2:22])=[O:10])[NH:7][N:8]=1)([CH3:3])[CH3:2]. (7) Given the reactants [O:1]1[C:5]([C:6]([Cl:8])=[O:7])=[CH:4][CH:3]=[N:2]1.[NH2:9][C:10]1[C:19]2[C:14](=[CH:15][C:16]([O:22][CH3:23])=[C:17]([O:20][CH3:21])[CH:18]=2)[N:13]=[C:12]([N:24]2[CH2:29][CH2:28][NH:27][CH2:26][CH2:25]2)[N:11]=1, predict the reaction product. The product is: [ClH:8].[NH2:9][C:10]1[C:19]2[C:14](=[CH:15][C:16]([O:22][CH3:23])=[C:17]([O:20][CH3:21])[CH:18]=2)[N:13]=[C:12]([N:24]2[CH2:29][CH2:28][N:27]([C:6]([C:5]3[O:1][N:2]=[CH:3][CH:4]=3)=[O:7])[CH2:26][CH2:25]2)[N:11]=1.